The task is: Predict the product of the given reaction.. This data is from Forward reaction prediction with 1.9M reactions from USPTO patents (1976-2016). Given the reactants [C:1]([O:5][C:6](=[O:21])[N:7]([C@H:9]1[CH2:14][CH2:13][C@H:12]([O:15][CH2:16][CH2:17][CH2:18][CH2:19]Br)[CH2:11][CH2:10]1)[CH3:8])([CH3:4])([CH3:3])[CH3:2].[CH2:22]([CH2:25][NH2:26])[CH:23]=C.[CH3:27]C(N(C)C)=O, predict the reaction product. The product is: [C:1]([O:5][C:6](=[O:21])[N:7]([C@H:9]1[CH2:14][CH2:13][C@H:12]([O:15][CH2:16][CH2:17][CH2:18][CH2:19][N:26]([CH2:25][CH:22]=[CH2:23])[CH3:27])[CH2:11][CH2:10]1)[CH3:8])([CH3:4])([CH3:3])[CH3:2].